Dataset: Catalyst prediction with 721,799 reactions and 888 catalyst types from USPTO. Task: Predict which catalyst facilitates the given reaction. (1) Reactant: [CH3:1][N:2]([CH3:21])[CH2:3][CH2:4][NH:5][CH:6]1[CH2:11][CH2:10][N:9]([C:12]2[CH:20]=[CH:19][C:15]([C:16]([OH:18])=[O:17])=[CH:14][CH:13]=2)[CH2:8][CH2:7]1.[CH3:22][C:23]([O:26][C:27](O[C:27]([O:26][C:23]([CH3:25])([CH3:24])[CH3:22])=[O:28])=[O:28])([CH3:25])[CH3:24]. Product: [CH3:1][N:2]([CH3:21])[CH2:3][CH2:4][N:5]([C:27]([O:26][C:23]([CH3:25])([CH3:24])[CH3:22])=[O:28])[CH:6]1[CH2:11][CH2:10][N:9]([C:12]2[CH:13]=[CH:14][C:15]([C:16]([OH:18])=[O:17])=[CH:19][CH:20]=2)[CH2:8][CH2:7]1. The catalyst class is: 20. (2) Reactant: [Br:1][C:2]1[CH:26]=[CH:25][C:5]([CH2:6][N:7]2[CH2:12][CH2:11][CH2:10][CH:9]([C:13]3[C:21]4[C:16](=[CH:17][CH:18]=[CH:19][CH:20]=4)[NH:15][C:14]=3[C:22]([OH:24])=O)[CH2:8]2)=[C:4]([F:27])[CH:3]=1.ON1C2C=CC=CC=2N=N1.C(N(C(C)C)CC)(C)C.[NH:47]1[CH2:52][CH2:51][O:50][CH2:49][CH2:48]1. Product: [Br:1][C:2]1[CH:26]=[CH:25][C:5]([CH2:6][N:7]2[CH2:12][CH2:11][CH2:10][CH:9]([C:13]3[C:21]4[C:16](=[CH:17][CH:18]=[CH:19][CH:20]=4)[NH:15][C:14]=3[C:22]([N:47]3[CH2:52][CH2:51][O:50][CH2:49][CH2:48]3)=[O:24])[CH2:8]2)=[C:4]([F:27])[CH:3]=1. The catalyst class is: 9. (3) Reactant: [O:1]1[CH2:6][CH2:5][CH2:4][CH2:3][CH:2]1[O:7][CH2:8][C:9]([O:11]CC)=O.[CH2:14]([Mg]Br)[CH3:15]. Product: [O:1]1[CH2:6][CH2:5][CH2:4][CH2:3][CH:2]1[O:7][CH2:8][C:9]1([OH:11])[CH2:15][CH2:14]1. The catalyst class is: 28. (4) Reactant: [CH2:1]([C:3]1[C:11]2[C:6](=[C:7]([OH:17])[CH:8]=[C:9]([C:12]([O:14][CH2:15][CH3:16])=[O:13])[CH:10]=2)[NH:5][N:4]=1)[CH3:2].[H-].[Na+].I[CH2:21][CH3:22].[CH3:23][CH2:24]OC(C)=O. Product: [CH2:21]([O:17][C:7]1[CH:8]=[C:9]([C:12]([O:14][CH2:15][CH3:16])=[O:13])[CH:10]=[C:11]2[C:6]=1[NH:5][N:4]=[C:3]2[CH2:1][CH3:2])[CH3:22].[CH2:23]([O:17][C:7]1[CH:8]=[C:9]([C:12]([O:14][CH2:15][CH3:16])=[O:13])[CH:10]=[C:11]2[C:6]=1[N:5]([CH2:21][CH3:22])[N:4]=[C:3]2[CH2:1][CH3:2])[CH3:24]. The catalyst class is: 3.